The task is: Predict hERG channel inhibition at various concentrations.. This data is from hERG Central: cardiac toxicity at 1µM, 10µM, and general inhibition. (1) The drug is Br.N=C1c2ccccc2CN1NC(=O)COc1ccc(Cl)cc1. Results: hERG_inhib (hERG inhibition (general)): blocker. (2) The molecule is Fc1ccccc1N1CCN(C2CCN(Cc3c[nH]c4ccccc34)CC2)CC1. Results: hERG_inhib (hERG inhibition (general)): blocker. (3) The compound is CCCSc1nc2cc(OC)c(OC)cc2c(=N)n1CCCN1CCOCC1. Results: hERG_inhib (hERG inhibition (general)): blocker. (4) The molecule is CC(NC(=O)c1cc([N+](=O)[O-])cc([N+](=O)[O-])c1)c1ccc(-n2ccnc2)cc1. Results: hERG_inhib (hERG inhibition (general)): blocker. (5) The drug is CCOC(=O)Nc1ccc2nc(N3CCCCCC3)sc2c1. Results: hERG_inhib (hERG inhibition (general)): blocker. (6) The compound is COc1cccc(C2c3[nH]c4ccccc4c3CCN2Cc2cccn2-c2ncccn2)c1. Results: hERG_inhib (hERG inhibition (general)): blocker. (7) The compound is CCCCc1ccc(N2C(=NC(=O)C3CCCO3)SC3CS(=O)(=O)CC32)cc1. Results: hERG_inhib (hERG inhibition (general)): blocker.